From a dataset of Forward reaction prediction with 1.9M reactions from USPTO patents (1976-2016). Predict the product of the given reaction. (1) Given the reactants [F:1][C:2]1[CH:3]=[CH:4][C:5]([O:18][CH:19]([CH3:21])[CH3:20])=[C:6]([N:8]2[CH2:13][CH2:12][N:11]([CH2:14][CH2:15][CH2:16][NH2:17])[CH2:10][CH2:9]2)[CH:7]=1.[C:22]1(=O)[O:28][C:26](=[O:27])[CH:25]=[C:23]1[CH3:24], predict the reaction product. The product is: [F:1][C:2]1[CH:3]=[CH:4][C:5]([O:18][CH:19]([CH3:21])[CH3:20])=[C:6]([N:8]2[CH2:13][CH2:12][N:11]([CH2:14][CH2:15][CH2:16][N:17]3[C:26](=[O:27])[CH:25]=[C:23]([CH3:24])[C:22]3=[O:28])[CH2:10][CH2:9]2)[CH:7]=1. (2) Given the reactants C([O:3][C:4](=[O:26])[CH2:5][C:6]1[C:7]([CH3:25])=[C:8]([S:16][C:17]2[CH:22]=[CH:21][C:20]([Cl:23])=[CH:19][C:18]=2[Cl:24])[N:9]2[C:14]=1[CH:13]=[CH:12][C:11]([F:15])=[CH:10]2)C.[OH-].[Li+], predict the reaction product. The product is: [Cl:24][C:18]1[CH:19]=[C:20]([Cl:23])[CH:21]=[CH:22][C:17]=1[S:16][C:8]1[N:9]2[C:14]([CH:13]=[CH:12][C:11]([F:15])=[CH:10]2)=[C:6]([CH2:5][C:4]([OH:26])=[O:3])[C:7]=1[CH3:25]. (3) Given the reactants Cl[CH2:2][C:3]1[N:4]=[C:5]2[S:12][CH:11]=[C:10]([C:13]([NH:15][CH2:16][CH3:17])=[O:14])[N:6]2[C:7](=[O:9])[CH:8]=1.[C:18]([C:20]1[C:21]([F:29])=[C:22](B(O)O)[CH:23]=[CH:24][CH:25]=1)#[N:19].C(=O)([O-])[O-].[Na+].[Na+], predict the reaction product. The product is: [C:18]([C:20]1[C:21]([F:29])=[C:22]([CH2:2][C:3]2[N:4]=[C:5]3[S:12][CH:11]=[C:10]([C:13]([NH:15][CH2:16][CH3:17])=[O:14])[N:6]3[C:7](=[O:9])[CH:8]=2)[CH:23]=[CH:24][CH:25]=1)#[N:19]. (4) Given the reactants [Cl:1][C:2]1[CH:7]=[CH:6][N:5]([C:8]2[C:13]([F:14])=[CH:12][CH:11]=[CH:10][C:9]=2[F:15])[C:4](=[O:16])[C:3]=1[C:17]#[N:18].[Br:19]N1C(=O)CCC1=O.O, predict the reaction product. The product is: [Br:19][C:7]1[C:2]([Cl:1])=[C:3]([C:17]#[N:18])[C:4](=[O:16])[N:5]([C:8]2[C:13]([F:14])=[CH:12][CH:11]=[CH:10][C:9]=2[F:15])[CH:6]=1.